From a dataset of Full USPTO retrosynthesis dataset with 1.9M reactions from patents (1976-2016). Predict the reactants needed to synthesize the given product. (1) Given the product [CH:3]1[C:4]2[C:9](=[CH:8][CH:7]=[CH:6][CH:5]=2)[CH:10]=[CH:11][C:2]=1[C:17]1[CH:18]=[C:13]([OH:12])[CH:14]=[CH:15][CH:16]=1, predict the reactants needed to synthesize it. The reactants are: Br[C:2]1[CH:11]=[CH:10][C:9]2[C:4](=[CH:5][CH:6]=[CH:7][CH:8]=2)[CH:3]=1.[OH:12][C:13]1[CH:14]=[C:15](OB(O)O)[CH:16]=[CH:17][CH:18]=1. (2) Given the product [C:21]([O:20][C:18](=[O:19])[NH:25][CH2:26][CH2:27][CH2:28][C:29](=[O:31])[NH:8][CH2:9][CH2:10][CH2:11][C:12](=[O:16])[NH:13][CH2:14][CH3:15])([CH3:22])([CH3:23])[CH3:24], predict the reactants needed to synthesize it. The reactants are: Cl.C(OC(=O)[NH:8][CH2:9][CH2:10][CH2:11][C:12](=[O:16])[NH:13][CH2:14][CH3:15])(C)(C)C.[C:18]([NH:25][CH2:26][CH2:27][CH2:28][C:29]([OH:31])=O)([O:20][C:21]([CH3:24])([CH3:23])[CH3:22])=[O:19].